This data is from Catalyst prediction with 721,799 reactions and 888 catalyst types from USPTO. The task is: Predict which catalyst facilitates the given reaction. (1) Reactant: [C:1]([NH:4][C:5]1[CH:14]=[CH:13][C:8]([C:9]([O:11][CH3:12])=[O:10])=[C:7]([O:15][CH3:16])[CH:6]=1)(=[O:3])[CH3:2].[N+:17]([O-])([OH:19])=[O:18]. Product: [C:1]([NH:4][C:5]1[C:14]([N+:17]([O-:19])=[O:18])=[CH:13][C:8]([C:9]([O:11][CH3:12])=[O:10])=[C:7]([O:15][CH3:16])[CH:6]=1)(=[O:3])[CH3:2]. The catalyst class is: 152. (2) Reactant: [N:1]1[CH:6]=[CH:5][C:4]([CH2:7][NH2:8])=[CH:3][CH:2]=1.C(N(CC)CC)C.C(#N)C.Cl[C:20]1[N:25]2[N:26]=[CH:27][CH:28]=[C:24]2[N:23]=[C:22]([S:29][CH3:30])[C:21]=1[C:31]#[N:32]. Product: [N:1]1[CH:6]=[CH:5][C:4]([CH2:7][NH:8][C:20]2[N:25]3[N:26]=[CH:27][CH:28]=[C:24]3[N:23]=[C:22]([S:29][CH3:30])[C:21]=2[C:31]#[N:32])=[CH:3][CH:2]=1. The catalyst class is: 6.